This data is from Catalyst prediction with 721,799 reactions and 888 catalyst types from USPTO. The task is: Predict which catalyst facilitates the given reaction. (1) Reactant: CCN(C(C)C)C(C)C.CC([O:14][C:15]([N:17]1[CH2:22][CH2:21][O:20][CH2:19][C@@H:18]1[C:23]([OH:25])=O)=[O:16])(C)C.CN(C(ON1N=NC2C=CC=NC1=2)=[N+](C)C)C.F[P-](F)(F)(F)(F)F.[NH2:50][CH2:51][C:52]1[CH:53]=[C:54]([CH2:58][N:59]2[C:67]3[C:62](=[C:63]([C:68]([OH:71])([CH3:70])[CH3:69])[CH:64]=[CH:65][CH:66]=3)[C:61]([NH:72][S:73]([C:76]3[S:77][C:78]([Cl:81])=[CH:79][CH:80]=3)(=[O:75])=[O:74])=[N:60]2)[CH:55]=[CH:56][CH:57]=1.Cl.O1CCOCC1. Product: [CH:15]([OH:16])=[O:14].[Cl:81][C:78]1[S:77][C:76]([S:73]([NH:72][C:61]2[C:62]3[C:67](=[CH:66][CH:65]=[CH:64][C:63]=3[C:68]([OH:71])([CH3:69])[CH3:70])[N:59]([CH2:58][C:54]3[CH:53]=[C:52]([CH2:51][NH:50][C:23]([C@H:18]4[CH2:19][O:20][CH2:21][CH2:22][NH:17]4)=[O:25])[CH:57]=[CH:56][CH:55]=3)[N:60]=2)(=[O:74])=[O:75])=[CH:80][CH:79]=1. The catalyst class is: 2. (2) Reactant: [CH2:1]([O:8][N:9]1[C:14]2[N:15]=[CH:16][N:17]=[CH:18][C:13]=2[C:12]([OH:19])=[CH:11][C:10]1=[O:20])[C:2]1[CH:7]=[CH:6][CH:5]=[CH:4][CH:3]=1.C(=O)([O-])[O-].[K+].[K+].[CH2:27](Br)[C:28]1[CH:33]=[CH:32][CH:31]=[CH:30][CH:29]=1.C(OC(C)C)(C)C. Product: [CH2:27]([O:19][C:12]1[C:13]2[CH:18]=[N:17][CH:16]=[N:15][C:14]=2[N:9]([O:8][CH2:1][C:2]2[CH:3]=[CH:4][CH:5]=[CH:6][CH:7]=2)[C:10](=[O:20])[CH:11]=1)[C:28]1[CH:33]=[CH:32][CH:31]=[CH:30][CH:29]=1. The catalyst class is: 384. (3) Product: [C:4]1([S:10][CH2:14][CH2:13][CH2:12][C:11]([OH:16])=[O:15])[CH:9]=[CH:8][CH:7]=[CH:6][CH:5]=1. The catalyst class is: 8. Reactant: C[O-].[Na+].[C:4]1([SH:10])[CH:9]=[CH:8][CH:7]=[CH:6][CH:5]=1.[C:11]1(=[O:16])[O:15][CH2:14][CH2:13][CH2:12]1. (4) Reactant: [CH:1]1([S:4]([C:7]2[CH:12]=[CH:11][C:10]([CH:13]([C:21]3[NH:25][C:24]([C:26]4[N:31]=[CH:30][C:29](C=O)=[CH:28][CH:27]=4)=[CH:23][CH:22]=3)[CH2:14][CH:15]3[CH2:20][CH2:19][O:18][CH2:17][CH2:16]3)=[CH:9][CH:8]=2)(=[O:6])=[O:5])[CH2:3][CH2:2]1.[CH3:34][NH:35][CH2:36][CH2:37][OH:38].[C:39](O[BH-](OC(=O)C)OC(=O)C)(=O)C.[Na+]. Product: [CH:1]1([S:4]([C:7]2[CH:12]=[CH:11][C:10]([CH:13]([C:21]3[NH:25][C:24]([C:26]4[N:31]=[CH:30][C:29]([CH2:34][N:35]([CH3:39])[CH2:36][CH2:37][OH:38])=[CH:28][CH:27]=4)=[CH:23][CH:22]=3)[CH2:14][CH:15]3[CH2:20][CH2:19][O:18][CH2:17][CH2:16]3)=[CH:9][CH:8]=2)(=[O:5])=[O:6])[CH2:2][CH2:3]1. The catalyst class is: 756. (5) Reactant: [Cl:1][C:2]1[CH:12]=[C:11]([CH2:13][C:14]#[N:15])[CH:10]=[CH:9][C:3]=1[C:4]([O:6][CH2:7][CH3:8])=[O:5].N.[H][H]. Product: [NH2:15][CH2:14][CH2:13][C:11]1[CH:10]=[CH:9][C:3]([C:4]([O:6][CH2:7][CH3:8])=[O:5])=[C:2]([Cl:1])[CH:12]=1. The catalyst class is: 227. (6) Reactant: [OH:1][C:2]1[CH:10]=[C:9]([O:11][CH3:12])[CH:8]=[C:7]([O:13][CH3:14])[C:3]=1[C:4]([OH:6])=[O:5].O[CH:16]([CH2:18][CH2:19][C:20](=[O:26])[CH2:21][CH2:22][CH2:23][CH:24]=[CH2:25])[CH3:17].C1C=CC(P(C2C=CC=CC=2)C2C=CC=CC=2)=CC=1.N(C(OCC)=O)=NC(OCC)=O. Product: [CH3:17][CH:16]([O:5][C:4](=[O:6])[C:3]1[C:7]([O:13][CH3:14])=[CH:8][C:9]([O:11][CH3:12])=[CH:10][C:2]=1[OH:1])[CH2:18][CH2:19][C:20](=[O:26])[CH2:21][CH2:22][CH2:23][CH:24]=[CH2:25]. The catalyst class is: 27. (7) Reactant: FC(F)(F)C(O)=O.[NH2:8][C:9]1[N:14]=[CH:13][N:12]=[C:11]2[N:15]([CH:19]([C:21]3[C:22]([O:40][CH3:41])=[C:23]([CH:29]4[CH2:32][N:31](C(OC(C)(C)C)=O)[CH2:30]4)[C:24]([CH3:28])=[C:25]([Cl:27])[CH:26]=3)[CH3:20])[N:16]=[C:17]([Br:18])[C:10]=12. The catalyst class is: 797. Product: [NH:31]1[CH2:32][CH:29]([C:23]2[C:22]([O:40][CH3:41])=[C:21]([CH:19]([N:15]3[C:11]4=[N:12][CH:13]=[N:14][C:9]([NH2:8])=[C:10]4[C:17]([Br:18])=[N:16]3)[CH3:20])[CH:26]=[C:25]([Cl:27])[C:24]=2[CH3:28])[CH2:30]1.